From a dataset of Catalyst prediction with 721,799 reactions and 888 catalyst types from USPTO. Predict which catalyst facilitates the given reaction. (1) Reactant: [OH:1][CH:2]1[CH:6]([CH2:7][OH:8])[O:5][CH:4]([N:9]2[CH:17]=[N:16][C:15]3[C:14](=[O:18])[NH:13][C:12]([NH:19][C:20](=[O:24])[CH:21]([CH3:23])[CH3:22])=[N:11][C:10]2=3)[CH:3]1[O:25][CH3:26].[C:27](Cl)(C1C=CC=CC=1)([C:36]1[CH:43]=[CH:42][C:39]([O:40][CH3:41])=[CH:38][CH:37]=1)[C:28]1[CH:35]=[CH:34][C:31]([O:32][CH3:33])=[CH:30][CH:29]=1. Product: [CH3:41][O:40][C:39]1[CH:38]=[CH:37][C:36]([CH:27]([C:28]2[CH:29]=[CH:30][C:31]([O:32][CH3:33])=[CH:34][CH:35]=2)[O:8][CH:7]([C:28]2[CH:35]=[CH:34][CH:31]=[CH:30][CH:29]=2)[CH:6]2[O:5][CH:4]([N:9]3[CH:17]=[N:16][C:15]4[C:14](=[O:18])[NH:13][C:12]([NH:19][C:20](=[O:24])[CH:21]([CH3:22])[CH3:23])=[N:11][C:10]3=4)[CH:3]([O:25][CH3:26])[CH:2]2[OH:1])=[CH:43][CH:42]=1. The catalyst class is: 17. (2) Reactant: [CH:1]1([CH2:6][C:7]([N:9]2[CH2:15][CH2:14][CH2:13][NH:12][CH2:11][CH2:10]2)=[O:8])[CH2:5][CH2:4][CH2:3][CH2:2]1.[CH:16]([C:19]1[CH:24]=[CH:23][C:22]([N:25]=[C:26]=[S:27])=[CH:21][CH:20]=1)([CH3:18])[CH3:17].CO. Product: [CH:16]([C:19]1[CH:24]=[CH:23][C:22]([NH:25][C:26]([N:12]2[CH2:13][CH2:14][CH2:15][N:9]([C:7](=[O:8])[CH2:6][CH:1]3[CH2:5][CH2:4][CH2:3][CH2:2]3)[CH2:10][CH2:11]2)=[S:27])=[CH:21][CH:20]=1)([CH3:18])[CH3:17]. The catalyst class is: 1. (3) Reactant: [N:1]([C:4]1[CH:9]=[CH:8][C:7]([Br:10])=[CH:6][CH:5]=1)=[N+:2]=[N-:3].[CH2:11]([O:13][C:14](=[O:19])[C:15]#[C:16][CH2:17][CH3:18])[CH3:12]. Product: [CH2:11]([O:13][C:14]([C:15]1[N:1]([C:4]2[CH:9]=[CH:8][C:7]([Br:10])=[CH:6][CH:5]=2)[N:2]=[N:3][C:16]=1[CH2:17][CH3:18])=[O:19])[CH3:12]. The catalyst class is: 11. (4) Reactant: Br[C:2]1[CH:7]=[CH:6][C:5]([F:8])=[CH:4][N:3]=1.Br[C:10]([F:17])([F:16])[C:11]([O:13][CH2:14][CH3:15])=[O:12].O.O.O.P([O-])([O-])(O)=O.[K+].[K+]. Product: [F:16][C:10]([F:17])([C:2]1[CH:7]=[CH:6][C:5]([F:8])=[CH:4][N:3]=1)[C:11]([O:13][CH2:14][CH3:15])=[O:12]. The catalyst class is: 58.